This data is from Forward reaction prediction with 1.9M reactions from USPTO patents (1976-2016). The task is: Predict the product of the given reaction. (1) Given the reactants [Cl:1][C:2]1[C:3]([O:12][C:13]2[CH:18]=[C:17]([O:19][CH:20]([CH3:22])[CH3:21])[CH:16]=[CH:15][C:14]=2[CH2:23][CH2:24][CH2:25][OH:26])=[N:4][CH:5]=[C:6]([C:8]([F:11])([F:10])[F:9])[CH:7]=1.O[C:28]1[CH:32]=[C:31]([CH2:33][CH2:34][C:35]([O:37]CC)=[O:36])[N:30]([CH2:40][CH:41]([CH3:43])[CH3:42])[N:29]=1.C(P(CCCC)CCCC)CCC.N(C(N1CCCCC1)=O)=NC(N1CCCCC1)=O.O1CCCC1CO.[OH-].[Na+].Cl, predict the reaction product. The product is: [Cl:1][C:2]1[C:3]([O:12][C:13]2[CH:18]=[C:17]([O:19][CH:20]([CH3:21])[CH3:22])[CH:16]=[CH:15][C:14]=2[CH2:23][CH2:24][CH2:25][O:26][C:28]2[CH:32]=[C:31]([CH2:33][CH2:34][C:35]([OH:37])=[O:36])[N:30]([CH2:40][CH:41]([CH3:43])[CH3:42])[N:29]=2)=[N:4][CH:5]=[C:6]([C:8]([F:11])([F:10])[F:9])[CH:7]=1. (2) Given the reactants [CH:1]1([N:7]2[CH2:11][CH2:10][CH:9]([CH2:12][C:13]3[C:14]([Cl:27])=[C:15]([C:20]4[CH:25]=[CH:24][C:23]([OH:26])=[CH:22][CH:21]=4)[CH:16]=[CH:17][C:18]=3[Cl:19])[C:8]2=[O:28])[CH2:6][CH2:5][CH2:4][CH2:3][CH2:2]1.[I-].[Na+].C(=O)([O-])[O-].[Cs+].[Cs+].Br[CH2:38][CH2:39][CH2:40][C:41]([O:43]C(C)(C)C)=[O:42], predict the reaction product. The product is: [Cl:27][C:14]1[C:13]([CH2:12][CH:9]2[CH2:10][CH2:11][N:7]([CH:1]3[CH2:6][CH2:5][CH2:4][CH2:3][CH2:2]3)[C:8]2=[O:28])=[C:18]([Cl:19])[CH:17]=[CH:16][C:15]=1[C:20]1[CH:25]=[CH:24][C:23]([O:26][CH2:38][CH2:39][CH2:40][C:41]([OH:43])=[O:42])=[CH:22][CH:21]=1. (3) Given the reactants [Si]([O:8][CH2:9][CH2:10][CH2:11][N:12]1[C:21]2[C:16](=[CH:17][CH:18]=[CH:19][CH:20]=2)[CH2:15][CH:14]([CH2:22][N:23]2[CH2:28][CH2:27][C:26]3([C:36]4[C:31](=[CH:32][CH:33]=[CH:34][CH:35]=4)[CH2:30][CH2:29]3)[CH2:25][CH2:24]2)[C:13]1=[O:37])(C(C)(C)C)(C)C.[F-].C([N+](CCCC)(CCCC)CCCC)CCC, predict the reaction product. The product is: [OH:8][CH2:9][CH2:10][CH2:11][N:12]1[C:21]2[C:16](=[CH:17][CH:18]=[CH:19][CH:20]=2)[CH2:15][CH:14]([CH2:22][N:23]2[CH2:28][CH2:27][C:26]3([C:36]4[C:31](=[CH:32][CH:33]=[CH:34][CH:35]=4)[CH2:30][CH2:29]3)[CH2:25][CH2:24]2)[C:13]1=[O:37]. (4) Given the reactants [CH2:1]([O:3][C@@H:4]([CH2:10][C:11]1[CH:16]=[CH:15][C:14]([O:17][CH2:18]/[CH:19]=[C:20](/[C:22]2[CH:27]=[CH:26][C:25]([C:28]3[CH:33]=[CH:32][C:31]([F:34])=[CH:30][CH:29]=3)=[CH:24][CH:23]=2)\[CH3:21])=[CH:13][CH:12]=1)[C:5]([O:7]CC)=[O:6])[CH3:2].[OH-].[Na+], predict the reaction product. The product is: [CH2:1]([O:3][C@@H:4]([CH2:10][C:11]1[CH:16]=[CH:15][C:14]([O:17][CH2:18]/[CH:19]=[C:20](/[C:22]2[CH:27]=[CH:26][C:25]([C:28]3[CH:29]=[CH:30][C:31]([F:34])=[CH:32][CH:33]=3)=[CH:24][CH:23]=2)\[CH3:21])=[CH:13][CH:12]=1)[C:5]([OH:7])=[O:6])[CH3:2].